Dataset: Experimentally validated miRNA-target interactions with 360,000+ pairs, plus equal number of negative samples. Task: Binary Classification. Given a miRNA mature sequence and a target amino acid sequence, predict their likelihood of interaction. The miRNA is mmu-miR-292a-3p with sequence AAAGUGCCGCCAGGUUUUGAGUGU. The protein sequence of the target gene is MSNKLLSPHPHSVVLRSEFKMASSPAVLRASRLYQWSLKSSAQFLGSPQLRQVGQIIRVPARMAATLILEPAGRCCWDEPVRIAVRGLAPEQPVTLRASLRDEKGALFQAHARYRADTLGELDLERAPALGGSFAGLEPMGLLWALEPEKPLVRLVKRDVRTPLAVELEVLDGHDPDPGRLLCQTRHERYFLPPGVRREPVRVGRVRGTLFLPPEPGPFPGIVDMFGTGGGLLEYRASLLAGKGFAVMALAYYNYEDLPKTMETLHLEYFEEAMNYLLSHPEVKGPGVGLLGISKGGELC.... Result: 0 (no interaction).